Dataset: Peptide-MHC class II binding affinity with 134,281 pairs from IEDB. Task: Regression. Given a peptide amino acid sequence and an MHC pseudo amino acid sequence, predict their binding affinity value. This is MHC class II binding data. (1) The peptide sequence is ARTISEAGQAMASTE. The MHC is DRB1_0701 with pseudo-sequence DRB1_0701. The binding affinity (normalized) is 0.128. (2) The peptide sequence is LNFTGPCKGDSVTIK. The MHC is DRB1_1101 with pseudo-sequence DRB1_1101. The binding affinity (normalized) is 0.200. (3) The MHC is DRB1_1101 with pseudo-sequence DRB1_1101. The binding affinity (normalized) is 0.123. The peptide sequence is TVQKGSDPKKLVLNI. (4) The peptide sequence is SFGIVVAWQVKLLPV. The MHC is DRB1_1001 with pseudo-sequence DRB1_1001. The binding affinity (normalized) is 0.829. (5) The peptide sequence is GFKAALAAAAGVQPADKYRT. The MHC is DRB1_0405 with pseudo-sequence DRB1_0405. The binding affinity (normalized) is 0.383. (6) The peptide sequence is VKEEGKEELQEIPTM. The MHC is HLA-DQA10102-DQB10501 with pseudo-sequence HLA-DQA10102-DQB10501. The binding affinity (normalized) is 0.408.